Dataset: NCI-60 drug combinations with 297,098 pairs across 59 cell lines. Task: Regression. Given two drug SMILES strings and cell line genomic features, predict the synergy score measuring deviation from expected non-interaction effect. (1) Drug 1: CC(C1=C(C=CC(=C1Cl)F)Cl)OC2=C(N=CC(=C2)C3=CN(N=C3)C4CCNCC4)N. Drug 2: CC=C1C(=O)NC(C(=O)OC2CC(=O)NC(C(=O)NC(CSSCCC=C2)C(=O)N1)C(C)C)C(C)C. Cell line: MDA-MB-231. Synergy scores: CSS=27.6, Synergy_ZIP=-1.47, Synergy_Bliss=0.881, Synergy_Loewe=-42.5, Synergy_HSA=1.67. (2) Drug 1: CS(=O)(=O)CCNCC1=CC=C(O1)C2=CC3=C(C=C2)N=CN=C3NC4=CC(=C(C=C4)OCC5=CC(=CC=C5)F)Cl. Drug 2: C(CCl)NC(=O)N(CCCl)N=O. Cell line: K-562. Synergy scores: CSS=12.4, Synergy_ZIP=-0.649, Synergy_Bliss=2.55, Synergy_Loewe=-3.20, Synergy_HSA=1.29. (3) Drug 1: CCC(=C(C1=CC=CC=C1)C2=CC=C(C=C2)OCCN(C)C)C3=CC=CC=C3.C(C(=O)O)C(CC(=O)O)(C(=O)O)O. Drug 2: C1CN(P(=O)(OC1)NCCCl)CCCl. Cell line: UO-31. Synergy scores: CSS=7.38, Synergy_ZIP=-1.65, Synergy_Bliss=1.19, Synergy_Loewe=-8.37, Synergy_HSA=1.20.